Dataset: Catalyst prediction with 721,799 reactions and 888 catalyst types from USPTO. Task: Predict which catalyst facilitates the given reaction. (1) Product: [CH3:1][O:2][C:3]1[CH:4]=[C:5]2[C:9](=[CH:10][CH:11]=1)[N:8]([C:12]1[CH:17]=[CH:16][C:15]([O:18][CH3:19])=[CH:14][CH:13]=1)[CH:7]=[C:6]2[C:26](=[O:28])[CH3:27]. Reactant: [CH3:1][O:2][C:3]1[CH:4]=[C:5]2[C:9](=[CH:10][CH:11]=1)[N:8]([C:12]1[CH:17]=[CH:16][C:15]([O:18][CH3:19])=[CH:14][CH:13]=1)[CH:7]=[CH:6]2.[Al](Cl)(CC)CC.[C:26](Cl)(=[O:28])[CH3:27]. The catalyst class is: 2. (2) Reactant: [Br:1][CH2:2][C:3]([O:5][C:6]([C:9]1[CH:14]=[CH:13][CH:12]=[CH:11][CH:10]=1)([CH3:8])[CH3:7])=[O:4].[I-].[OH:16][C:17]1[C:22]([CH3:23])=[CH:21][C:20]([S+:24]2[C:28]3[CH:29]=[CH:30][CH:31]=[CH:32][C:27]=3[C:26]3[CH:33]=[CH:34][CH:35]=[CH:36][C:25]2=3)=[CH:19][C:18]=1[CH3:37].C(=O)([O-])[O-].[Cs+].[Cs+]. Product: [Br-:1].[CH3:37][C:18]1[CH:19]=[C:20]([S+:24]2[C:25]3[CH:36]=[CH:35][CH:34]=[CH:33][C:26]=3[C:27]3[CH:32]=[CH:31][CH:30]=[CH:29][C:28]2=3)[CH:21]=[C:22]([CH3:23])[C:17]=1[O:16][CH2:2][C:3](=[O:4])[O:5][C:6]([C:9]1[CH:14]=[CH:13][CH:12]=[CH:11][CH:10]=1)([CH3:8])[CH3:7]. The catalyst class is: 18. (3) Reactant: [NH:1]1[CH2:7][CH2:6][CH2:5][C@H:4]([NH:8][C:9]([C@@H:11]2[CH2:17][CH2:16][C@@H:15]3[CH2:18][N:12]2[C:13](=[O:24])[N:14]3[O:19][S:20]([O-:23])(=[O:22])=[O:21])=[O:10])[CH2:3][CH2:2]1.C([N+](CCCC)(CCCC)CCCC)CCC.FC(F)(F)C(O)=O. Product: [NH:1]1[CH2:7][CH2:6][CH2:5][C@H:4]([NH:8][C:9]([C@@H:11]2[CH2:17][CH2:16][C@@H:15]3[CH2:18][N:12]2[C:13](=[O:24])[N:14]3[O:19][S:20]([OH:23])(=[O:21])=[O:22])=[O:10])[CH2:3][CH2:2]1. The catalyst class is: 4.